The task is: Regression. Given two drug SMILES strings and cell line genomic features, predict the synergy score measuring deviation from expected non-interaction effect.. This data is from NCI-60 drug combinations with 297,098 pairs across 59 cell lines. (1) Drug 1: C1CC(CNC1)C2=CC=C(C=C2)N3C=C4C=CC=C(C4=N3)C(=O)N. Drug 2: CC1CC(C(C(C=C(C(C(C=CC=C(C(=O)NC2=CC(=O)C(=C(C1)C2=O)OC)C)OC)OC(=O)N)C)C)O)OC. Cell line: NCIH23. Synergy scores: CSS=53.4, Synergy_ZIP=-1.86, Synergy_Bliss=-5.01, Synergy_Loewe=-5.64, Synergy_HSA=-1.50. (2) Drug 1: CC1C(C(=O)NC(C(=O)N2CCCC2C(=O)N(CC(=O)N(C(C(=O)O1)C(C)C)C)C)C(C)C)NC(=O)C3=C4C(=C(C=C3)C)OC5=C(C(=O)C(=C(C5=N4)C(=O)NC6C(OC(=O)C(N(C(=O)CN(C(=O)C7CCCN7C(=O)C(NC6=O)C(C)C)C)C)C(C)C)C)N)C. Drug 2: CC1=C(C(=CC=C1)Cl)NC(=O)C2=CN=C(S2)NC3=CC(=NC(=N3)C)N4CCN(CC4)CCO. Cell line: A549. Synergy scores: CSS=8.46, Synergy_ZIP=-2.90, Synergy_Bliss=-1.40, Synergy_Loewe=-6.09, Synergy_HSA=-2.01. (3) Drug 1: C1=CC(=CC=C1C#N)C(C2=CC=C(C=C2)C#N)N3C=NC=N3. Drug 2: CC1=C(C(=O)C2=C(C1=O)N3CC4C(C3(C2COC(=O)N)OC)N4)N. Cell line: SK-MEL-5. Synergy scores: CSS=44.0, Synergy_ZIP=0.425, Synergy_Bliss=1.51, Synergy_Loewe=-10.6, Synergy_HSA=3.80. (4) Drug 1: CN1C(=O)N2C=NC(=C2N=N1)C(=O)N. Drug 2: CC1=C(N=C(N=C1N)C(CC(=O)N)NCC(C(=O)N)N)C(=O)NC(C(C2=CN=CN2)OC3C(C(C(C(O3)CO)O)O)OC4C(C(C(C(O4)CO)O)OC(=O)N)O)C(=O)NC(C)C(C(C)C(=O)NC(C(C)O)C(=O)NCCC5=NC(=CS5)C6=NC(=CS6)C(=O)NCCC[S+](C)C)O. Cell line: RPMI-8226. Synergy scores: CSS=1.88, Synergy_ZIP=-2.90, Synergy_Bliss=-5.93, Synergy_Loewe=-27.0, Synergy_HSA=-7.36. (5) Drug 1: C1CCC(CC1)NC(=O)N(CCCl)N=O. Drug 2: C1CCC(C(C1)N)N.C(=O)(C(=O)[O-])[O-].[Pt+4]. Cell line: MDA-MB-435. Synergy scores: CSS=13.5, Synergy_ZIP=-1.16, Synergy_Bliss=1.37, Synergy_Loewe=-5.51, Synergy_HSA=-1.07.